This data is from Full USPTO retrosynthesis dataset with 1.9M reactions from patents (1976-2016). The task is: Predict the reactants needed to synthesize the given product. (1) Given the product [CH2:1]([O:3][CH2:4][N:5]1[C:13]2[CH:12]=[CH:11][CH:10]=[C:9]([C:14]([OH:16])=[O:15])[C:8]=2[CH:7]=[CH:6]1)[CH3:2], predict the reactants needed to synthesize it. The reactants are: [CH2:1]([O:3][CH2:4][N:5]1[C:13]2[CH:12]=[CH:11][CH:10]=[C:9]([C:14]([O:16]C)=[O:15])[C:8]=2[CH:7]=[CH:6]1)[CH3:2].[OH-].[Na+]. (2) Given the product [C:10]([O:14][C:15](=[O:16])[N:17]([CH2:18][C:19]1[O:9][N:8]=[C:5]([CH3:6])[N:7]=1)[C@H:22]1[CH2:24][C@H:23]1[C:25]1[CH:26]=[CH:27][CH:28]=[CH:29][CH:30]=1)([CH3:13])([CH3:12])[CH3:11], predict the reactants needed to synthesize it. The reactants are: C(Cl)CCl.[C:5](=[N:8][OH:9])([NH2:7])[CH3:6].[C:10]([O:14][C:15]([N:17]([C@@H:22]1[CH2:24][C@H:23]1[C:25]1[CH:30]=[CH:29][CH:28]=[CH:27][CH:26]=1)[CH2:18][C:19](O)=O)=[O:16])([CH3:13])([CH3:12])[CH3:11]. (3) The reactants are: [OH:1][CH2:2][C@H:3]([NH:6][C:7]([C:9]1[NH:10][C:11]([C:14]2[CH:19]=[C:18]([O:20][C:21]3[CH:22]=[N:23][C:24]([S:27]([CH3:30])(=[O:29])=[O:28])=[CH:25][CH:26]=3)[CH:17]=[C:16]([O:31][C@@H:32]([CH3:36])[CH2:33][O:34][CH3:35])[CH:15]=2)=[CH:12][CH:13]=1)=O)[CH2:4][CH3:5].CS(O)(=O)=O.C(N(CC)CC)C.C(=O)([O-])O.[Na+]. Given the product [CH2:4]([C@@H:3]1[CH2:2][O:1][C:7]([C:9]2[NH:10][C:11]([C:14]3[CH:19]=[C:18]([CH:17]=[C:16]([O:31][C@@H:32]([CH3:36])[CH2:33][O:34][CH3:35])[CH:15]=3)[O:20][C:21]3[CH:26]=[CH:25][C:24]([S:27]([CH3:30])(=[O:28])=[O:29])=[N:23][CH:22]=3)=[CH:12][CH:13]=2)=[N:6]1)[CH3:5], predict the reactants needed to synthesize it. (4) The reactants are: [Li+].[OH-].[C:3]1([C@@H:9]2[CH2:11][C@H:10]2[NH:12][CH2:13][C:14]([O:16]C)=[O:15])[CH:8]=[CH:7][CH:6]=[CH:5][CH:4]=1.C1COCC1.[C:23](O[C:23]([O:25][C:26]([CH3:29])([CH3:28])[CH3:27])=[O:24])([O:25][C:26]([CH3:29])([CH3:28])[CH3:27])=[O:24]. Given the product [C:26]([O:25][C:23]([N:12]([C@@H:10]1[CH2:11][C@H:9]1[C:3]1[CH:4]=[CH:5][CH:6]=[CH:7][CH:8]=1)[CH2:13][C:14]([OH:16])=[O:15])=[O:24])([CH3:29])([CH3:28])[CH3:27], predict the reactants needed to synthesize it. (5) The reactants are: [CH:1]1[CH:2]=[CH:3][C:4]2[N:16]([C:17]([NH2:19])=[O:18])[C:15]3[CH:14]=[CH:13][CH:12]=[CH:11][C:10]=3[C:8](=[O:9])[CH2:7][C:5]=2[CH:6]=1.[BH4-].[Na+]. Given the product [CH:1]1[CH:2]=[CH:3][C:4]2[N:16]([C:17]([NH2:19])=[O:18])[C:15]3[CH:14]=[CH:13][CH:12]=[CH:11][C:10]=3[C@@H:8]([OH:9])[CH2:7][C:5]=2[CH:6]=1, predict the reactants needed to synthesize it. (6) Given the product [OH:4][C:5]1[CH:6]=[C:7]([C:16]2[N:17]=[C:18]3[C:24]([C:25](=[O:30])[C:26]([CH3:29])([CH3:27])[CH3:28])=[CH:23][N:22]([CH2:31][O:32][CH2:33][CH2:34][Si:35]([CH3:38])([CH3:37])[CH3:36])[C:19]3=[N:20][CH:21]=2)[CH:8]=[C:9]([N:11]2[CH2:15][CH2:14][CH2:13][CH2:12]2)[CH:10]=1, predict the reactants needed to synthesize it. The reactants are: COC[O:4][C:5]1[CH:6]=[C:7]([C:16]2[N:17]=[C:18]3[C:24]([C:25](=[O:30])[C:26]([CH3:29])([CH3:28])[CH3:27])=[CH:23][N:22]([CH2:31][O:32][CH2:33][CH2:34][Si:35]([CH3:38])([CH3:37])[CH3:36])[C:19]3=[N:20][CH:21]=2)[CH:8]=[C:9]([N:11]2[CH2:15][CH2:14][CH2:13][CH2:12]2)[CH:10]=1.Cl.C(OCC)(=O)C.C([O-])([O-])=O.[Na+].[Na+]. (7) Given the product [Br:2][C:3]1[CH:4]=[C:5]([CH:30]=[CH:31][CH:32]=1)[CH2:6][C:7]1([CH2:13][N:14]([C@@H:21]2[CH2:23][C@H:22]2[C:24]2[CH:25]=[CH:26][CH:27]=[CH:28][CH:29]=2)[C:15](=[O:20])[C:16]([F:17])([F:18])[F:19])[CH2:8][CH2:9][N:10]([CH2:35][CH2:34][C:33]([O:37][CH3:38])=[O:36])[CH2:11][CH2:12]1, predict the reactants needed to synthesize it. The reactants are: Cl.[Br:2][C:3]1[CH:4]=[C:5]([CH:30]=[CH:31][CH:32]=1)[CH2:6][C:7]1([CH2:13][N:14]([C@@H:21]2[CH2:23][C@H:22]2[C:24]2[CH:29]=[CH:28][CH:27]=[CH:26][CH:25]=2)[C:15](=[O:20])[C:16]([F:19])([F:18])[F:17])[CH2:12][CH2:11][NH:10][CH2:9][CH2:8]1.[C:33]([O:37][CH3:38])(=[O:36])[CH:34]=[CH2:35].C(N(CC)CC)C.